The task is: Predict the reactants needed to synthesize the given product.. This data is from Full USPTO retrosynthesis dataset with 1.9M reactions from patents (1976-2016). (1) The reactants are: [SH-:1].[C+4:2].[SH-:3].[SH-].[SH-].[CH3:6][C:7]1[CH:8]=[CH:9][C:10]([N+:17]([O-:19])=[O:18])=[C:11]([CH:16]=1)[C:12]([NH:14][NH2:15])=O.[OH-].[K+]. Given the product [CH3:6][C:7]1[CH:8]=[CH:9][C:10]([N+:17]([O-:19])=[O:18])=[C:11]([C:12]2[S:1][C:2]([SH:3])=[N:15][N:14]=2)[CH:16]=1, predict the reactants needed to synthesize it. (2) Given the product [Cl:20][C:21]1[CH:22]=[C:23]([CH:28]=[CH:29][C:30]=1[S:31]([N:6]([CH2:5][C:4]1[CH:12]=[CH:13][C:14]([O:16][CH3:17])=[CH:15][C:3]=1[O:2][CH3:1])[C:7]1[S:8][CH:9]=[CH:10][N:11]=1)(=[O:33])=[O:32])[C:24]([OH:26])=[O:25], predict the reactants needed to synthesize it. The reactants are: [CH3:1][O:2][C:3]1[CH:15]=[C:14]([O:16][CH3:17])[CH:13]=[CH:12][C:4]=1[CH2:5][NH:6][C:7]1[S:8][CH:9]=[CH:10][N:11]=1.[H-].[Na+].[Cl:20][C:21]1[CH:22]=[C:23]([CH:28]=[CH:29][C:30]=1[S:31](Cl)(=[O:33])=[O:32])[C:24]([O:26]C)=[O:25].O. (3) Given the product [NH2:25][C:4]1[CH:5]=[C:6]2[C:11](=[C:2]([F:1])[CH:3]=1)[N:10]([CH2:12][CH2:13][N:14]([CH3:24])[C:15](=[O:23])[O:16][C:17]1[CH:22]=[CH:21][CH:20]=[CH:19][CH:18]=1)[CH2:9][CH2:8][CH2:7]2, predict the reactants needed to synthesize it. The reactants are: [F:1][C:2]1[CH:3]=[C:4]([N+:25]([O-])=O)[CH:5]=[C:6]2[C:11]=1[N:10]([CH2:12][CH2:13][N:14]([CH3:24])[C:15](=[O:23])[O:16][C:17]1[CH:22]=[CH:21][CH:20]=[CH:19][CH:18]=1)[CH2:9][CH2:8][CH2:7]2.[H][H]. (4) Given the product [C:6]([C:5]1[CH:8]=[CH:9][C:2]([C:16]([OH:18])=[O:17])=[C:3]([CH3:10])[CH:4]=1)#[N:7], predict the reactants needed to synthesize it. The reactants are: Br[C:2]1[CH:9]=[CH:8][C:5]([C:6]#[N:7])=[CH:4][C:3]=1[CH3:10].C([Li])CCC.[C:16](=[O:18])=[O:17].